Dataset: Merck oncology drug combination screen with 23,052 pairs across 39 cell lines. Task: Regression. Given two drug SMILES strings and cell line genomic features, predict the synergy score measuring deviation from expected non-interaction effect. (1) Drug 1: O=P1(N(CCCl)CCCl)NCCCO1. Drug 2: CC1(c2nc3c(C(N)=O)cccc3[nH]2)CCCN1. Cell line: SW837. Synergy scores: synergy=-15.4. (2) Drug 1: O=C(O)C1(Cc2cccc(Nc3nccs3)n2)CCC(Oc2cccc(Cl)c2F)CC1. Drug 2: CCC1(O)C(=O)OCc2c1cc1n(c2=O)Cc2cc3c(CN(C)C)c(O)ccc3nc2-1. Cell line: NCIH1650. Synergy scores: synergy=8.67. (3) Drug 1: N#Cc1ccc(Cn2cncc2CN2CCN(c3cccc(Cl)c3)C(=O)C2)cc1. Drug 2: COC1CC2CCC(C)C(O)(O2)C(=O)C(=O)N2CCCCC2C(=O)OC(C(C)CC2CCC(OP(C)(C)=O)C(OC)C2)CC(=O)C(C)C=C(C)C(O)C(OC)C(=O)C(C)CC(C)C=CC=CC=C1C. Cell line: SKOV3. Synergy scores: synergy=48.4. (4) Drug 1: CCC1=CC2CN(C1)Cc1c([nH]c3ccccc13)C(C(=O)OC)(c1cc3c(cc1OC)N(C)C1C(O)(C(=O)OC)C(OC(C)=O)C4(CC)C=CCN5CCC31C54)C2. Drug 2: Cn1nnc2c(C(N)=O)ncn2c1=O. Cell line: KPL1. Synergy scores: synergy=-27.6. (5) Drug 1: CN1C(=O)C=CC2(C)C3CCC4(C)C(NC(=O)OCC(F)(F)F)CCC4C3CCC12. Drug 2: NC1CCCCC1N.O=C(O)C(=O)O.[Pt+2]. Cell line: EFM192B. Synergy scores: synergy=2.28. (6) Synergy scores: synergy=2.91. Drug 2: Cn1nnc2c(C(N)=O)ncn2c1=O. Cell line: UACC62. Drug 1: CC(=O)OC1C(=O)C2(C)C(O)CC3OCC3(OC(C)=O)C2C(OC(=O)c2ccccc2)C2(O)CC(OC(=O)C(O)C(NC(=O)c3ccccc3)c3ccccc3)C(C)=C1C2(C)C. (7) Drug 1: Cn1nnc2c(C(N)=O)ncn2c1=O. Drug 2: CNC(=O)c1cc(Oc2ccc(NC(=O)Nc3ccc(Cl)c(C(F)(F)F)c3)cc2)ccn1. Cell line: A375. Synergy scores: synergy=11.6. (8) Drug 1: CC(C)CC(NC(=O)C(Cc1ccccc1)NC(=O)c1cnccn1)B(O)O. Drug 2: Cn1c(=O)n(-c2ccc(C(C)(C)C#N)cc2)c2c3cc(-c4cnc5ccccc5c4)ccc3ncc21. Synergy scores: synergy=7.52. Cell line: HT144. (9) Drug 1: CCc1c2c(nc3ccc(O)cc13)-c1cc3c(c(=O)n1C2)COC(=O)C3(O)CC. Drug 2: Cn1cc(-c2cnn3c(N)c(Br)c(C4CCCNC4)nc23)cn1. Synergy scores: synergy=0.785. Cell line: NCIH1650. (10) Drug 1: COc1cccc2c1C(=O)c1c(O)c3c(c(O)c1C2=O)CC(O)(C(=O)CO)CC3OC1CC(N)C(O)C(C)O1. Drug 2: CS(=O)(=O)CCNCc1ccc(-c2ccc3ncnc(Nc4ccc(OCc5cccc(F)c5)c(Cl)c4)c3c2)o1. Cell line: SKOV3. Synergy scores: synergy=4.53.